Dataset: NCI-60 drug combinations with 297,098 pairs across 59 cell lines. Task: Regression. Given two drug SMILES strings and cell line genomic features, predict the synergy score measuring deviation from expected non-interaction effect. (1) Drug 1: CN1C(=O)N2C=NC(=C2N=N1)C(=O)N. Drug 2: B(C(CC(C)C)NC(=O)C(CC1=CC=CC=C1)NC(=O)C2=NC=CN=C2)(O)O. Cell line: NCI-H460. Synergy scores: CSS=68.3, Synergy_ZIP=-2.11, Synergy_Bliss=-2.51, Synergy_Loewe=-9.20, Synergy_HSA=-0.675. (2) Drug 1: CC(C)(C#N)C1=CC=C(C=C1)N2C3=C4C=C(C=CC4=NC=C3N(C2=O)C)C5=CC6=CC=CC=C6N=C5. Drug 2: CNC(=O)C1=NC=CC(=C1)OC2=CC=C(C=C2)NC(=O)NC3=CC(=C(C=C3)Cl)C(F)(F)F. Cell line: NCI-H460. Synergy scores: CSS=69.7, Synergy_ZIP=3.26, Synergy_Bliss=1.92, Synergy_Loewe=0.334, Synergy_HSA=7.60. (3) Drug 1: C1=NC2=C(N=C(N=C2N1C3C(C(C(O3)CO)O)F)Cl)N. Drug 2: CCC1(CC2CC(C3=C(CCN(C2)C1)C4=CC=CC=C4N3)(C5=C(C=C6C(=C5)C78CCN9C7C(C=CC9)(C(C(C8N6C)(C(=O)OC)O)OC(=O)C)CC)OC)C(=O)OC)O.OS(=O)(=O)O. Cell line: OVCAR-4. Synergy scores: CSS=-2.00, Synergy_ZIP=1.37, Synergy_Bliss=-1.16, Synergy_Loewe=-3.44, Synergy_HSA=-4.34. (4) Synergy scores: CSS=11.3, Synergy_ZIP=-1.83, Synergy_Bliss=-0.526, Synergy_Loewe=-8.12, Synergy_HSA=-8.54. Drug 1: CC1=C(C(=O)C2=C(C1=O)N3CC4C(C3(C2COC(=O)N)OC)N4)N. Drug 2: CC12CCC3C(C1CCC2OP(=O)(O)O)CCC4=C3C=CC(=C4)OC(=O)N(CCCl)CCCl.[Na+]. Cell line: RXF 393. (5) Drug 2: C1CCC(C(C1)N)N.C(=O)(C(=O)[O-])[O-].[Pt+4]. Synergy scores: CSS=16.1, Synergy_ZIP=-3.64, Synergy_Bliss=-3.45, Synergy_Loewe=-1.60, Synergy_HSA=-1.56. Drug 1: C1C(C(OC1N2C=NC3=C2NC=NCC3O)CO)O. Cell line: K-562. (6) Drug 1: CNC(=O)C1=CC=CC=C1SC2=CC3=C(C=C2)C(=NN3)C=CC4=CC=CC=N4. Drug 2: CC(CN1CC(=O)NC(=O)C1)N2CC(=O)NC(=O)C2. Cell line: NCI/ADR-RES. Synergy scores: CSS=5.20, Synergy_ZIP=-0.634, Synergy_Bliss=0.479, Synergy_Loewe=-0.459, Synergy_HSA=-0.877. (7) Drug 1: CN1CCC(CC1)COC2=C(C=C3C(=C2)N=CN=C3NC4=C(C=C(C=C4)Br)F)OC. Drug 2: C1=CN(C=N1)CC(O)(P(=O)(O)O)P(=O)(O)O. Cell line: IGROV1. Synergy scores: CSS=44.9, Synergy_ZIP=-0.662, Synergy_Bliss=-1.08, Synergy_Loewe=-4.78, Synergy_HSA=0.453. (8) Drug 1: C1=CC(=C2C(=C1NCCNCCO)C(=O)C3=C(C=CC(=C3C2=O)O)O)NCCNCCO. Drug 2: C1C(C(OC1N2C=NC(=NC2=O)N)CO)O. Cell line: HOP-92. Synergy scores: CSS=48.1, Synergy_ZIP=1.99, Synergy_Bliss=1.81, Synergy_Loewe=-2.25, Synergy_HSA=5.31.